This data is from Full USPTO retrosynthesis dataset with 1.9M reactions from patents (1976-2016). The task is: Predict the reactants needed to synthesize the given product. (1) Given the product [CH3:1][O:2][CH:3]1[CH2:6][N:5]([C:7](=[O:24])[CH2:8][C:9]2[C:17]3[C:12](=[CH:13][CH:14]=[CH:15][CH:16]=3)[N:11]([CH2:18][C:19]([OH:21])=[O:20])[C:10]=2[CH3:23])[CH2:4]1, predict the reactants needed to synthesize it. The reactants are: [CH3:1][O:2][CH:3]1[CH2:6][N:5]([C:7](=[O:24])[CH2:8][C:9]2[C:17]3[C:12](=[CH:13][CH:14]=[CH:15][CH:16]=3)[N:11]([CH2:18][C:19]([O:21]C)=[O:20])[C:10]=2[CH3:23])[CH2:4]1.CC(C)C(N1C=CC(C(F)(F)F)=N1)C(OCC)=O. (2) Given the product [CH3:16][C:9]1[C:10]([O:12][CH:13]([CH3:15])[CH3:14])=[CH:11][C:2]([C:22]2[CH:21]=[N:20][N:19]([CH3:18])[CH:23]=2)=[C:3]2[C:8]=1[C:7](=[O:17])[NH:6][CH:5]=[CH:4]2, predict the reactants needed to synthesize it. The reactants are: Br[C:2]1[CH:11]=[C:10]([O:12][CH:13]([CH3:15])[CH3:14])[C:9]([CH3:16])=[C:8]2[C:3]=1[CH:4]=[CH:5][NH:6][C:7]2=[O:17].[CH3:18][N:19]1[CH:23]=[C:22](B2OC(C)(C)C(C)(C)O2)[CH:21]=[N:20]1. (3) The reactants are: [NH:1]1[C:13]2[NH:12][C:11]3[C:6](=[CH:7][CH:8]=[CH:9][CH:10]=3)[C:5]=2[N:4]=[N:3][C:2]1=[N:14][NH2:15].[N:16]1[CH:21]=[CH:20][CH:19]=[CH:18][C:17]=1[CH:22]=O. Given the product [N:16]1[CH:21]=[CH:20][CH:19]=[CH:18][C:17]=1[CH:22]=[N:15][NH:14][C:2]1[N:3]=[N:4][C:5]2[C:6]3[C:11](=[CH:10][CH:9]=[CH:8][CH:7]=3)[NH:12][C:13]=2[N:1]=1, predict the reactants needed to synthesize it. (4) The reactants are: Cl.[Cl:2][C:3]1[CH:8]=[CH:7][C:6]([C:9]([CH3:15])([CH3:14])[C:10]([NH:12][NH2:13])=[O:11])=[CH:5][C:4]=1[O:16][CH3:17].[F:18][C:19]1[CH:24]=[CH:23][C:22]([N:25]=[C:26]=[S:27])=[CH:21][CH:20]=1.CCN(CC)CC. Given the product [Cl:2][C:3]1[CH:8]=[CH:7][C:6]([C:9]([CH3:15])([CH3:14])[C:10]([NH:12][NH:13][C:26](=[S:27])[NH:25][C:22]2[CH:23]=[CH:24][C:19]([F:18])=[CH:20][CH:21]=2)=[O:11])=[CH:5][C:4]=1[O:16][CH3:17], predict the reactants needed to synthesize it. (5) Given the product [CH2:21]([O:14][C:6]1[C:5]([CH2:1][CH2:2][CH2:3][CH3:4])=[CH:12][CH:11]=[C:10]([O:18][CH2:15][C:5]2[CH:6]=[CH:7][CH:10]=[CH:11][CH:12]=2)[C:7]=1[CH:8]=[O:9])[C:22]1[CH:27]=[CH:26][CH:25]=[CH:24][CH:23]=1, predict the reactants needed to synthesize it. The reactants are: [CH2:1]([C:5]1[C:6]([OH:14])=[C:7]([C:10](O)=[CH:11][CH:12]=1)[CH:8]=[O:9])[CH2:2][CH2:3][CH3:4].[C:15](=[O:18])([O-])[O-].[K+].[K+].[CH2:21](Br)[C:22]1[CH:27]=[CH:26][CH:25]=[CH:24][CH:23]=1.O.